The task is: Binary Classification. Given a T-cell receptor sequence (or CDR3 region) and an epitope sequence, predict whether binding occurs between them.. This data is from TCR-epitope binding with 47,182 pairs between 192 epitopes and 23,139 TCRs. (1) The epitope is NLNESLIDL. The TCR CDR3 sequence is CATSGGVGSYEQYF. Result: 1 (the TCR binds to the epitope). (2) The epitope is TPINLVRDL. The TCR CDR3 sequence is CSVELTSGSVGYEQYF. Result: 1 (the TCR binds to the epitope). (3) The epitope is CINGVCWTV. The TCR CDR3 sequence is CATSPGQGFYNEQFF. Result: 1 (the TCR binds to the epitope).